From a dataset of Forward reaction prediction with 1.9M reactions from USPTO patents (1976-2016). Predict the product of the given reaction. Given the reactants [F:1][C:2]1[C:11]2[NH:10][C:9](=O)[C:8]3[S:13][CH:14]=[CH:15][C:7]=3[C:6]=2[C:5]([C:16]2[CH:30]=[CH:29][C:19]([CH2:20][NH:21]C(=O)OC(C)(C)C)=[CH:18][CH:17]=2)=[C:4]([O:31]C)[CH:3]=1.BrB(Br)Br, predict the reaction product. The product is: [NH2:21][CH2:20][C:19]1[CH:29]=[CH:30][C:16]([C:5]2[C:6]3[C:7]4[CH:15]=[CH:14][S:13][C:8]=4[CH:9]=[N:10][C:11]=3[C:2]([F:1])=[CH:3][C:4]=2[OH:31])=[CH:17][CH:18]=1.